From a dataset of Reaction yield outcomes from USPTO patents with 853,638 reactions. Predict the reaction yield, written as a fraction of the theoretical maximum amount of product (1.0 means a 100% yield; for example, 0.34 means a 34% yield). The product is [CH:29]1([CH2:32][NH:1][C:2]2[CH:3]=[CH:4][CH:5]=[C:6]3[C:10]=2[C:9](=[O:11])[N:8]([C@@H:12]([C:18]2[CH:23]=[CH:22][C:21]([O:24][CH3:25])=[C:20]([O:26][CH2:27][CH3:28])[CH:19]=2)[CH2:13][S:14]([CH3:17])(=[O:15])=[O:16])[CH2:7]3)[CH2:31][CH2:30]1. The catalyst is ClCCCl. The yield is 0.790. The reactants are [NH2:1][C:2]1[CH:3]=[CH:4][CH:5]=[C:6]2[C:10]=1[C:9](=[O:11])[N:8]([CH:12]([C:18]1[CH:23]=[CH:22][C:21]([O:24][CH3:25])=[C:20]([O:26][CH2:27][CH3:28])[CH:19]=1)[CH2:13][S:14]([CH3:17])(=[O:16])=[O:15])[CH2:7]2.[CH:29]1([CH:32]=O)[CH2:31][CH2:30]1.C(O)(=O)C.C(O[BH-](OC(=O)C)OC(=O)C)(=O)C.[Na+].